From a dataset of Experimentally validated miRNA-target interactions with 360,000+ pairs, plus equal number of negative samples. Binary Classification. Given a miRNA mature sequence and a target amino acid sequence, predict their likelihood of interaction. (1) The miRNA is hsa-miR-642a-3p with sequence AGACACAUUUGGAGAGGGAACC. The protein sequence of the target gene is MAAQGVGPGPGSAAPPGLEAARQKLALRRKKVLSTEEMELYELAQAAGGGIDPDVFKILVDLLKLNVAPLAVFQMLKSMCAGQRLASEPQDPAAVSLPTSSVPETRGRDKGSAALGGVLALAERSNHEGSSQRMPRQPSATRLPKGGGPGKSPTQGST. Result: 0 (no interaction). (2) The miRNA is hsa-miR-502-3p with sequence AAUGCACCUGGGCAAGGAUUCA. The protein sequence of the target gene is MGGLRLLAVALTCSCWWPQGGQGKTLRGSFSSAAARDAQGQSIGHFEFHGDHALLCVRINNVAVAVGKEAKLYLFQAQEWLKLLESSPGYSCSERLARAQLTVTVTQTEHNLTVSQLPAPQTWRVFYADKFTCRDDSESPQGEEIPFEMVLLNPDAEGNPLDHFSARESGLHEFFFLLVLVYFVTACIYAQSLWQAMKKGGPMHTILKVLTTALLLQAASALANYIHLSRYSRDGLGVPLIGSLAEVFDIASQIQMLYLLLSLCMGWTIVRMKKSQSRPLQWDSTPASTGIAVFIVITQS.... Result: 0 (no interaction). (3) The miRNA is hsa-miR-181a-2-3p with sequence ACCACUGACCGUUGACUGUACC. The protein sequence of the target gene is MAQLYYKKVNYSPYRDRIPLQIVRAETELSAEEKAFLNAVEKGDYATVKQALQEAEIYYNVNINCMDPLGRSALLIAIENENLEIMELLLNHSVYVGDALLYAIRKEVVGAVELLLSYRRPSGEKQVPTLMMDTQFSEFTPDITPIMLAAHTNNYEIIKLLVQKRVTIPRPHQIRCNCVECVSSSEVDSLRHSRSRLNIYKALASPSLIALSSEDPILTAFRLGWELKELSKVENEFKAEYEELSQQCKLFAKDLLDQARSSRELEIILNHRDDHSEELDPQKYHDLAKLKVAIKYHQKE.... Result: 1 (interaction). (4) The protein sequence of the target gene is MDGLPGRALGAACLLLLVAGWLGPEAWGSPTPPPSPAAPPPPPPPGAPGGSQDTCTSCGGGGGGFRRPEELGRVDGDFLEAVKRHILSRLQLRGRPNITHAVPKAAMVTALRKLHAGKVREDGRVEIPHLDGHASPGADGQERVSEIISFAETDGLASSRVRLYFFVSNEGNQNLFVVQASLWLYLKLLPYVLEKGSRRKVRVKVYFQEQGHGDRWNVVEKKVDLKRSGWHTFPITEAIQALFERGERRLNLDVQCDSCQELAVVPVFVDPGEESHRPFVVVQARLGDSRHRIRKRGLEC.... The miRNA is hsa-miR-4725-3p with sequence UGGGGAAGGCGUCAGUGUCGGG. Result: 0 (no interaction). (5) The miRNA is hsa-miR-335-5p with sequence UCAAGAGCAAUAACGAAAAAUGU. The protein sequence of the target gene is MNLEPPKAEFRSATRVAGGPVTPRKGPPKFKQRQTRQFKSKPPKKGVQGFGDDIPGMEGLGTDITVICPWEAFNHLELHELAQYGII. Result: 1 (interaction). (6) The miRNA is hsa-miR-937-5p with sequence GUGAGUCAGGGUGGGGCUGG. The protein sequence of the target gene is MTGKLAEKLPVTMSSLLNQLPDNLYPEEIPSALNLFSGSSDSVVHYNQMATENVMDIGLTNEKPNPELSYSGSFQPAPGNKTVTYLGKFAFDSPSNWCQDNIISLMSAGILGVPPASGALSTQTSTASMVQPPQGDVEAMYPALPPYSNCGDLYSEPVSFHDPQGNPGLAYSPQDYQSAKPALDSNLFPMIPDYNLYHHPNDMGSIPEHKPFQGMDPIRVNPPPITPLETIKAFKDKQIHPGFGSLPQPPLTLKPIRPRKYPNRPSKTPLHERPHACPAEGCDRRFSRSDELTRHLRIHT.... Result: 0 (no interaction). (7) The miRNA is hsa-miR-98-3p with sequence CUAUACAACUUACUACUUUCCC. The protein sequence of the target gene is MPCACNRSNWRRWIRPLLVLFYATTILVAVPICIWKFQKMKVGMHTKSWFIAGIFLLLTIPVSLWGILQHLVHYTQPELQKPIIRILWMVPIYSVDSWVALVYPKIAIYVDTWRECYEAYVIYNFMIFLTNYLTIRFPNLILHLEAKDQQNHILPLCCCPPWAMGEMLLFRCKLGVLQYTVVRPITTVTALVCEILDVYDEGNFGFSNAWTYLVILNNLSQLFAMYCLLLFYKVLKEELSPIQPVGKFLCVKLVVFVSFWQAVLIALLVKLGVISEKRTWEWQSAEAVATGLQDFIICIE.... Result: 0 (no interaction).